From a dataset of Forward reaction prediction with 1.9M reactions from USPTO patents (1976-2016). Predict the product of the given reaction. (1) Given the reactants [O:1]=[C:2]1[CH:8](C(OC)=O)[CH2:7][C:6]2[CH:13]=[CH:14][CH:15]=[CH:16][C:5]=2[CH2:4][CH:3]1C(OC)=O.[OH-].[K+], predict the reaction product. The product is: [CH:13]1[C:6]2[CH2:7][CH2:8][C:2](=[O:1])[CH2:3][CH2:4][C:5]=2[CH:16]=[CH:15][CH:14]=1. (2) Given the reactants [Cl:1][C:2]1[O:6][C:5]([CH:7]([O:10][C:11]2[C:12]([F:21])=[C:13]([C:17]([F:20])=[CH:18][CH:19]=2)[C:14]([NH2:16])=[O:15])[CH2:8][OH:9])=[N:4][C:3]=1[C:22]1[CH:27]=[CH:26][C:25]([C:28]([F:31])([F:30])[F:29])=[CH:24][CH:23]=1.CCN(CC)CC.[CH3:39][S:40](Cl)(=[O:42])=[O:41].O, predict the reaction product. The product is: [CH3:39][S:40]([O:9][CH2:8][CH:7]([O:10][C:11]1[CH:19]=[CH:18][C:17]([F:20])=[C:13]([C:14](=[O:15])[NH2:16])[C:12]=1[F:21])[C:5]1[O:6][C:2]([Cl:1])=[C:3]([C:22]2[CH:27]=[CH:26][C:25]([C:28]([F:29])([F:30])[F:31])=[CH:24][CH:23]=2)[N:4]=1)(=[O:42])=[O:41]. (3) Given the reactants Cl.[Br:2][C:3]1[C:8]2[N:9]([C:30]3[CH:35]=[CH:34][CH:33]=[CH:32][CH:31]=3)[C:10]([C@@H:12]([NH:14][C:15]3[N:23]=[CH:22][N:21]=[C:20]4[C:16]=3[N:17]=[CH:18][N:19]4C3CCCCO3)[CH3:13])=[N:11][C:7]=2[CH:6]=[CH:5][C:4]=1[F:36], predict the reaction product. The product is: [Br:2][C:3]1[C:8]2[N:9]([C:30]3[CH:31]=[CH:32][CH:33]=[CH:34][CH:35]=3)[C:10]([C@@H:12]([NH:14][C:15]3[N:23]=[CH:22][N:21]=[C:20]4[C:16]=3[N:17]=[CH:18][NH:19]4)[CH3:13])=[N:11][C:7]=2[CH:6]=[CH:5][C:4]=1[F:36]. (4) Given the reactants [C:1]([C:3]1[CH:8]=[CH:7][C:6]([F:9])=[CH:5][CH:4]=1)#[CH:2].[Li]CCCC.CON(C)[C:18]([C:20]1[N:24]2[CH:25]=[CH:26][CH:27]=[CH:28][C:23]2=[C:22]([CH2:29][N:30]2[CH2:35][CH2:34][O:33][CH2:32][CH2:31]2)[N:21]=1)=[O:19], predict the reaction product. The product is: [F:9][C:6]1[CH:7]=[CH:8][C:3]([C:1]#[C:2][C:18]([C:20]2[N:24]3[CH:25]=[CH:26][CH:27]=[CH:28][C:23]3=[C:22]([CH2:29][N:30]3[CH2:31][CH2:32][O:33][CH2:34][CH2:35]3)[N:21]=2)=[O:19])=[CH:4][CH:5]=1. (5) Given the reactants [Si]([O:8][C@H:9]1[CH2:14][CH2:13][C@H:12]([N:15]2[CH:19]=[C:18](I)[C:17]([O:21][CH3:22])=[N:16]2)[CH2:11][CH2:10]1)(C(C)(C)C)(C)C.[Cl:23][C:24]1[C:29]([F:30])=[CH:28][CH:27]=[C:26]([O:31][CH3:32])[C:25]=1[C@H:33]([C:35]1[C:43]2[C:38](=[N:39][CH:40]=[C:41](B3OC(C)(C)C(C)(C)O3)[CH:42]=2)[NH:37][CH:36]=1)[CH3:34].C(=O)([O-])[O-].[K+].[K+].[F-].[K+], predict the reaction product. The product is: [Cl:23][C:24]1[C:29]([F:30])=[CH:28][CH:27]=[C:26]([O:31][CH3:32])[C:25]=1[C@H:33]([C:35]1[C:43]2[C:38](=[N:39][CH:40]=[C:41]([C:18]3[C:17]([O:21][CH3:22])=[N:16][N:15]([C@H:12]4[CH2:11][CH2:10][C@H:9]([OH:8])[CH2:14][CH2:13]4)[CH:19]=3)[CH:42]=2)[NH:37][CH:36]=1)[CH3:34].